This data is from M1 muscarinic receptor antagonist screen with 61,756 compounds. The task is: Binary Classification. Given a drug SMILES string, predict its activity (active/inactive) in a high-throughput screening assay against a specified biological target. The molecule is S(CC(=O)Nc1scc(n1)C)c1n(C)cnn1. The result is 0 (inactive).